This data is from Forward reaction prediction with 1.9M reactions from USPTO patents (1976-2016). The task is: Predict the product of the given reaction. (1) The product is: [Br:26][C:11]1[CH:12]=[C:13]([CH2:15][CH2:16][CH3:17])[CH:14]=[C:9]([C:6]2[CH:5]=[CH:4][C:3]([O:2][CH3:1])=[CH:8][CH:7]=2)[C:10]=1[NH2:18]. Given the reactants [CH3:1][O:2][C:3]1[CH:8]=[CH:7][C:6]([C:9]2[C:10]([NH2:18])=[CH:11][CH:12]=[C:13]([CH2:15][CH2:16][CH3:17])[CH:14]=2)=[CH:5][CH:4]=1.C1C(=O)N([Br:26])C(=O)C1, predict the reaction product. (2) Given the reactants [CH3:1][C@@:2]1([N:10]2[C:19](=[O:20])[C:18]3[C:13](=[CH:14][CH:15]=[CH:16][C:17]=3[N+:21]([O-])=O)[N:12]=[C:11]2[CH3:24])[CH2:7][CH2:6][C:5](=[O:8])[NH:4][C:3]1=[O:9], predict the reaction product. The product is: [NH2:21][C:17]1[CH:16]=[CH:15][CH:14]=[C:13]2[C:18]=1[C:19](=[O:20])[N:10]([C@:2]1([CH3:1])[CH2:7][CH2:6][C:5](=[O:8])[NH:4][C:3]1=[O:9])[C:11]([CH3:24])=[N:12]2. (3) The product is: [CH:11]1[CH:10]=[C:9]2[C:8](=[O:13])[N:7]([CH:14]3[C:15](=[O:21])[NH:16][C:17](=[O:20])[CH2:18][CH2:19]3)[CH2:6][C:5]2=[C:4]([NH2:1])[CH:12]=1. Given the reactants [N+:1]([C:4]1[CH:12]=[CH:11][CH:10]=[C:9]2[C:5]=1[CH2:6][N:7]([CH:14]1[CH2:19][CH2:18][C:17](=[O:20])[NH:16][C:15]1=[O:21])[C:8]2=[O:13])([O-])=O.O.CS(O)(=O)=O, predict the reaction product. (4) The product is: [Cl:17][C:4]1[CH:3]=[C:2]([C:23]2[CH:24]=[CH:25][C:20]([O:19][CH3:18])=[CH:21][CH:22]=2)[C:10]2[N:9]3[CH2:11][CH2:12][NH:13][C:14](=[O:15])[C:8]3=[C:7]([CH3:16])[C:6]=2[CH:5]=1. Given the reactants Br[C:2]1[C:10]2[N:9]3[CH2:11][CH2:12][NH:13][C:14](=[O:15])[C:8]3=[C:7]([CH3:16])[C:6]=2[CH:5]=[C:4]([Cl:17])[CH:3]=1.[CH3:18][O:19][C:20]1[CH:25]=[CH:24][C:23](B(O)O)=[CH:22][CH:21]=1, predict the reaction product.